This data is from Forward reaction prediction with 1.9M reactions from USPTO patents (1976-2016). The task is: Predict the product of the given reaction. (1) The product is: [CH3:1][O:2][C:3]([C:5]1[C:6](=[O:17])[O:7][C:8]2[C:13]([C:14]=1[OH:15])=[CH:12][C:11]([C:28]1[CH:29]=[CH:30][C:25]([O:18][C:19]3[CH:24]=[CH:23][CH:22]=[CH:21][CH:20]=3)=[CH:26][CH:27]=1)=[CH:10][CH:9]=2)=[O:4]. Given the reactants [CH3:1][O:2][C:3]([C:5]1[C:6](=[O:17])[O:7][C:8]2[C:13]([C:14]=1[OH:15])=[CH:12][C:11](Br)=[CH:10][CH:9]=2)=[O:4].[O:18]([C:25]1[CH:30]=[CH:29][C:28](B(O)O)=[CH:27][CH:26]=1)[C:19]1[CH:24]=[CH:23][CH:22]=[CH:21][CH:20]=1, predict the reaction product. (2) Given the reactants [Mg].[CH3:2][O:3][C:4]1[CH:5]=[C:6]([NH:10][C:11]([C:13]2[O:14][C:15](Br)=[CH:16][CH:17]=2)=[O:12])[CH:7]=[CH:8][CH:9]=1.C(Br)C.Cl[C:23]([O:25][CH2:26][CH3:27])=[O:24].[NH4+].[Cl-], predict the reaction product. The product is: [CH2:26]([O:25][C:23]([C:15]1[O:14][C:13]([C:11](=[O:12])[NH:10][C:6]2[CH:7]=[CH:8][CH:9]=[C:4]([O:3][CH3:2])[CH:5]=2)=[CH:17][CH:16]=1)=[O:24])[CH3:27]. (3) Given the reactants [I:1][C:2]1[CH:3]=[C:4]2[CH:10]=[CH:9][NH:8][C:5]2=[N:6][CH:7]=1.[OH-].[Na+].O.[C:14]1([S:20](Cl)(=[O:22])=[O:21])[CH:19]=[CH:18][CH:17]=[CH:16][CH:15]=1, predict the reaction product. The product is: [C:14]1([S:20]([N:8]2[C:5]3=[N:6][CH:7]=[C:2]([I:1])[CH:3]=[C:4]3[CH:10]=[CH:9]2)(=[O:22])=[O:21])[CH:19]=[CH:18][CH:17]=[CH:16][CH:15]=1. (4) Given the reactants [CH3:1][O:2][C:3](=[O:24])[CH2:4][CH2:5][CH2:6][CH2:7][CH2:8][O:9][C:10]1[CH:15]=[CH:14][C:13]([NH2:16])=[C:12]([NH:17][C:18]2[CH:23]=[CH:22][CH:21]=[CH:20][CH:19]=2)[CH:11]=1.N[C:26](N)=[O:27], predict the reaction product. The product is: [CH3:1][O:2][C:3](=[O:24])[CH2:4][CH2:5][CH2:6][CH2:7][CH2:8][O:9][C:10]1[CH:15]=[CH:14][C:13]2[NH:16][C:26](=[O:27])[N:17]([C:18]3[CH:19]=[CH:20][CH:21]=[CH:22][CH:23]=3)[C:12]=2[CH:11]=1. (5) The product is: [OH:1][C:2]1[CH:7]=[CH:6][C:5]([CH:8]=[CH:9][C:10]2[CH:18]=[CH:17][CH:16]=[C:15]3[C:11]=2[C:12](=[N:28][NH:27][C:26]2[CH:25]=[CH:24][C:23]([S:29]([NH2:32])(=[O:30])=[O:31])=[CH:22][CH:21]=2)[C:13](=[O:19])[NH:14]3)=[CH:4][CH:3]=1. Given the reactants [OH:1][C:2]1[CH:7]=[CH:6][C:5](/[CH:8]=[CH:9]/[C:10]2[CH:18]=[CH:17][CH:16]=[C:15]3[C:11]=2[C:12](=O)[C:13](=[O:19])[NH:14]3)=[CH:4][CH:3]=1.[CH:21]1[C:26]([NH:27][NH2:28])=[CH:25][CH:24]=[C:23]([S:29]([NH2:32])(=[O:31])=[O:30])[CH:22]=1.Cl, predict the reaction product. (6) Given the reactants Cl[CH2:2][CH2:3][OH:4].[SH:5][C:6]1[N:7]([CH3:11])[CH:8]=[CH:9][N:10]=1, predict the reaction product. The product is: [OH:4][CH2:3][CH2:2][S:5][C:6]1[N:7]([CH3:11])[CH:8]=[CH:9][N:10]=1. (7) Given the reactants [Cl:1][C:2]1[N:3]=[CH:4][NH:5][C:6]=1[Cl:7].[OH-].[K+].[Br:10][CH2:11][CH2:12][CH3:13].[K+].[Br-].Br[CH2:17][CH2:18][C:19]1[CH:28]=[CH:27][C:26]2[C:21](=[CH:22][CH:23]=[CH:24][CH:25]=2)[CH:20]=1, predict the reaction product. The product is: [Br-:10].[CH2:11]([N+:3]1[C:2]([Cl:1])=[C:6]([Cl:7])[N:5]([C:19]2([CH2:18][CH3:17])[CH:28]=[CH:27][C:26]3[C:21](=[CH:22][CH:23]=[CH:24][CH:25]=3)[CH2:20]2)[CH:4]=1)[CH2:12][CH3:13]. (8) Given the reactants [Cl:1][C:2]1[C:10]([F:11])=[C:9]2[C:5]([C:6]([S:23][C:24]3[C:25]([F:35])=[C:26]([CH:32]=[CH:33][CH:34]=3)[C:27]([O:29][CH2:30][CH3:31])=[O:28])=[C:7]([CH:20]3[CH2:22][CH2:21]3)[N:8]2[C:12]2[CH:13]=[N:14][N:15]([CH2:17][CH2:18][OH:19])[CH:16]=2)=[CH:4][CH:3]=1.[NH3:36].C1[CH2:41][O:40]CC1, predict the reaction product. The product is: [C:41]([O:19][CH2:18][CH2:17][N:15]1[CH:16]=[C:12]([N:8]2[C:9]3[C:5](=[CH:4][CH:3]=[C:2]([Cl:1])[C:10]=3[F:11])[C:6]([S:23][C:24]3[C:25]([F:35])=[C:26]([CH:32]=[CH:33][CH:34]=3)[C:27]([O:29][CH2:30][CH3:31])=[O:28])=[C:7]2[CH:20]2[CH2:22][CH2:21]2)[CH:13]=[N:14]1)(=[O:40])[NH2:36].